Task: Predict the reaction yield, written as a fraction of the theoretical maximum amount of product (1.0 means a 100% yield; for example, 0.34 means a 34% yield).. Dataset: Reaction yield outcomes from USPTO patents with 853,638 reactions (1) The catalyst is O. The yield is 0.900. The product is [CH3:11][CH:9]([CH2:8][C@H:7]([CH2:6][NH2:5])[CH2:12][C:13]([OH:23])=[O:25])[CH3:10]. The reactants are Br.COC(=O)[NH:5][CH2:6][C@H:7]([CH2:12][C:13](=[O:23])N[C@H](C1C=CC=CC=1)C)[CH2:8][CH:9]([CH3:11])[CH3:10].[OH-:25].[Na+]. (2) The reactants are Cl[C:2]1[N:7]=[C:6]([Cl:8])[N:5]=[C:4]([NH:9][C:10]2[CH:15]=[CH:14][C:13]([F:16])=[C:12]([C:17]([F:20])([F:19])[F:18])[CH:11]=2)[N:3]=1.[Cl:21][C:22]1[N:27]=[CH:26][C:25]([CH2:28][NH2:29])=[CH:24][CH:23]=1. The catalyst is O1CCOCC1.O.C(OCC)(=O)C. The product is [Cl:8][C:6]1[N:7]=[C:2]([NH:29][CH2:28][C:25]2[CH:26]=[N:27][C:22]([Cl:21])=[CH:23][CH:24]=2)[N:3]=[C:4]([NH:9][C:10]2[CH:15]=[CH:14][C:13]([F:16])=[C:12]([C:17]([F:20])([F:19])[F:18])[CH:11]=2)[N:5]=1. The yield is 0.600. (3) The reactants are [CH3:1][O:2][C:3]1[CH:4]=[C:5]([C:12]2[N:16]([CH3:17])[N:15]=[N:14][N:13]=2)[CH:6]=[CH:7][C:8]=1[N+:9]([O-])=O.CCO. The catalyst is CCOC(C)=O.[Pd]. The product is [CH3:1][O:2][C:3]1[CH:4]=[C:5]([C:12]2[N:16]([CH3:17])[N:15]=[N:14][N:13]=2)[CH:6]=[CH:7][C:8]=1[NH2:9]. The yield is 0.950. (4) The reactants are [CH3:1][NH2:2].O.Br[CH2:5][C:6]1[CH:15]=[CH:14][C:13]2[C:8](=[CH:9][CH:10]=[CH:11][CH:12]=2)[CH:7]=1. The catalyst is C1COCC1. The product is [CH3:1][NH:2][CH2:5][C:6]1[CH:15]=[CH:14][C:13]2[C:8](=[CH:9][CH:10]=[CH:11][CH:12]=2)[CH:7]=1. The yield is 0.540.